This data is from Forward reaction prediction with 1.9M reactions from USPTO patents (1976-2016). The task is: Predict the product of the given reaction. (1) Given the reactants [C:1]([O:5][C:6]([N:8]1[CH2:12][CH2:11][C@H:10]([OH:13])[C@H:9]1[C:14]([OH:16])=[O:15])=[O:7])([CH3:4])([CH3:3])[CH3:2].C([O-])([O-])=O.[Cs+].[Cs+].[CH2:23](Br)[C:24]1[CH:29]=[CH:28][CH:27]=[CH:26][CH:25]=1, predict the reaction product. The product is: [C:1]([O:5][C:6]([N:8]1[CH2:12][CH2:11][C@@H:10]([OH:13])[C@H:9]1[C:14]([O:16][CH2:23][C:24]1[CH:29]=[CH:28][CH:27]=[CH:26][CH:25]=1)=[O:15])=[O:7])([CH3:4])([CH3:2])[CH3:3]. (2) Given the reactants [Br:1][C:2]1[C:3]([O:9][CH2:10][CH:11]([CH3:13])[CH3:12])=[N:4][C:5](Cl)=[N:6][CH:7]=1.[N:14]12CCN(CC1)C[CH2:15]2.O, predict the reaction product. The product is: [Br:1][C:2]1[C:3]([O:9][CH2:10][CH:11]([CH3:13])[CH3:12])=[N:4][C:5]([C:15]#[N:14])=[N:6][CH:7]=1. (3) Given the reactants Br[CH2:2][C:3]1[C:13]([Cl:14])=[N:12][CH:11]=[CH:10][C:4]=1[C:5]([O:7]CC)=O.Cl.[CH3:16][C:17]1[CH:18]=[C:19]([CH2:29][NH2:30])[CH:20]=[N:21][C:22]=1[O:23][CH2:24][C:25]([F:28])([F:27])[F:26], predict the reaction product. The product is: [Cl:14][C:13]1[C:3]2[CH2:2][N:30]([CH2:29][C:19]3[CH:20]=[N:21][C:22]([O:23][CH2:24][C:25]([F:28])([F:26])[F:27])=[C:17]([CH3:16])[CH:18]=3)[C:5](=[O:7])[C:4]=2[CH:10]=[CH:11][N:12]=1. (4) Given the reactants [NH2:1][C:2]1[C:11]([CH3:12])=[CH:10][CH:9]=[CH:8][C:3]=1[C:4]([O:6][CH3:7])=[O:5].C(OC(=O)C)(=O)C.C([O-])(=O)C.[K+].[N:25](OCCC(C)C)=O.Cl, predict the reaction product. The product is: [NH:1]1[C:2]2[C:11](=[CH:10][CH:9]=[CH:8][C:3]=2[C:4]([O:6][CH3:7])=[O:5])[CH:12]=[N:25]1. (5) Given the reactants [NH2:1][CH2:2][CH2:3][NH:4][C:5](=[O:11])[O:6][C:7]([CH3:10])([CH3:9])[CH3:8].[CH3:12]CN(CCO)CC.BrC[C:22]([NH:24][C:25]1[CH:30]=[CH:29][CH:28]=[C:27]([C:31]([F:34])([F:33])[F:32])[CH:26]=1)=[O:23], predict the reaction product. The product is: [F:32][C:31]([F:33])([F:34])[C:27]1[CH:26]=[C:25]([NH:24][C:22]([N:1]([CH3:12])[CH2:2][CH2:3][NH:4][C:5](=[O:11])[O:6][C:7]([CH3:8])([CH3:10])[CH3:9])=[O:23])[CH:30]=[CH:29][CH:28]=1. (6) Given the reactants C([O:8][N:9]1[C:15](=[O:16])[N:14]2[CH2:17][C@@H:10]1[CH2:11][CH2:12][C@@H:13]2[C:18]([NH:20][N:21]([CH3:26])[C:22](=[O:25])[CH2:23][CH3:24])=[O:19])C1C=CC=CC=1.[H][H], predict the reaction product. The product is: [OH:8][N:9]1[C:15](=[O:16])[N:14]2[CH2:17][C@@H:10]1[CH2:11][CH2:12][C@@H:13]2[C:18]([NH:20][N:21]([CH3:26])[C:22](=[O:25])[CH2:23][CH3:24])=[O:19]. (7) Given the reactants [OH:1][C:2]1[C:3]([O:19][CH:20]2[CH2:25][CH2:24][CH2:23][CH2:22][O:21]2)=[CH:4][CH:5]=[C:6]2[C:11]=1[O:10][C:9](=[O:12])[CH:8]=[C:7]2[C:13]1[CH:18]=[CH:17][CH:16]=[CH:15][CH:14]=1.Br[CH2:27][CH2:28][F:29].C([O-])([O-])=O.[Cs+].[Cs+], predict the reaction product. The product is: [F:29][CH2:28][CH2:27][O:1][C:2]1[C:3]([O:19][CH:20]2[CH2:25][CH2:24][CH2:23][CH2:22][O:21]2)=[CH:4][CH:5]=[C:6]2[C:11]=1[O:10][C:9](=[O:12])[CH:8]=[C:7]2[C:13]1[CH:18]=[CH:17][CH:16]=[CH:15][CH:14]=1.